The task is: Predict the reactants needed to synthesize the given product.. This data is from Full USPTO retrosynthesis dataset with 1.9M reactions from patents (1976-2016). (1) Given the product [O:46]1[CH2:47][CH2:48][N:43]([C:49]2[C:19]3[CH2:20][CH2:21][O:16][CH2:17][C:18]=3[N:22]=[C:23]([C:24]3[CH:25]=[CH:26][C:27]([N+:30]([O-:32])=[O:31])=[CH:28][CH:29]=3)[N:50]=2)[CH2:44][CH2:45]1, predict the reactants needed to synthesize it. The reactants are: FC(F)(F)S(OS(C(F)(F)F)(=O)=O)(=O)=O.[O:16]1[CH2:21][CH2:20][CH:19]=[C:18]([N:22](CC2C=CC(OC)=CC=2)[C:23](=O)[C:24]2[CH:29]=[CH:28][C:27]([N+:30]([O-:32])=[O:31])=[CH:26][CH:25]=2)[CH2:17]1.[N:43]1([C:49]#[N:50])[CH2:48][CH2:47][O:46][CH2:45][CH2:44]1.ClC1C=CC=CN=1. (2) Given the product [CH3:9][O:8][C:6]1[C:5]([N+:10]([O-:12])=[O:11])=[CH:4][N:3]=[C:2]([S:14][CH3:13])[CH:7]=1, predict the reactants needed to synthesize it. The reactants are: Cl[C:2]1[CH:7]=[C:6]([O:8][CH3:9])[C:5]([N+:10]([O-:12])=[O:11])=[CH:4][N:3]=1.[CH3:13][S-:14].[Na+].O.C(Cl)Cl. (3) Given the product [F:20][C:21]([F:26])([F:25])[C:22]([OH:24])=[O:23].[Cl:17][C:13]1[C:12]([F:18])=[C:11]([C@@H:9]2[CH2:10][C@H:8]2[NH2:7])[CH:16]=[CH:15][CH:14]=1, predict the reactants needed to synthesize it. The reactants are: C(OC(=O)[NH:7][C@@H:8]1[CH2:10][C@H:9]1[C:11]1[CH:16]=[CH:15][CH:14]=[C:13]([Cl:17])[C:12]=1[F:18])(C)(C)C.[F:20][C:21]([F:26])([F:25])[C:22]([OH:24])=[O:23].FC1C=C(F)C=CC=1C1CC1N.